Dataset: Forward reaction prediction with 1.9M reactions from USPTO patents (1976-2016). Task: Predict the product of the given reaction. Given the reactants [CH:1]1([N:6]2[CH2:12][C:11]([F:14])([F:13])[C:10](=[O:15])[N:9]([CH3:16])[C:8]3[CH:17]=[N:18][C:19]([NH:21][C:22]4[CH:30]=[CH:29][C:25]([C:26](O)=[O:27])=[CH:24][C:23]=4[CH2:31][CH3:32])=[N:20][C:7]2=3)[CH2:5][CH2:4][CH2:3][CH2:2]1.ON1C2C=CC=CC=2N=N1.F[P-](F)(F)(F)(F)F.CN(C(N(C)C)=[N+]1C2C=CC=CC=2[N+]([O-])=N1)C.C(N(C(C)C)CC)(C)C.[NH2:76][CH:77]1[CH2:82][CH2:81][O:80][CH2:79][CH2:78]1, predict the reaction product. The product is: [CH:1]1([N:6]2[CH2:12][C:11]([F:13])([F:14])[C:10](=[O:15])[N:9]([CH3:16])[C:8]3[CH:17]=[N:18][C:19]([NH:21][C:22]4[CH:30]=[CH:29][C:25]([C:26]([NH:76][CH:77]5[CH2:82][CH2:81][O:80][CH2:79][CH2:78]5)=[O:27])=[CH:24][C:23]=4[CH2:31][CH3:32])=[N:20][C:7]2=3)[CH2:5][CH2:4][CH2:3][CH2:2]1.